This data is from Reaction yield outcomes from USPTO patents with 853,638 reactions. The task is: Predict the reaction yield, written as a fraction of the theoretical maximum amount of product (1.0 means a 100% yield; for example, 0.34 means a 34% yield). The reactants are [N:1]1[CH:2]=[N:3][N:4]2[CH:9]=[C:8]([C:10]3[N:11]=[C:12]([CH2:22][NH:23][C:24]4[CH:29]=[CH:28][CH:27]=[C:26]([CH:30]=[CH2:31])[CH:25]=4)[NH:13][C:14]=3[C:15]3[CH:20]=[CH:19][CH:18]=[C:17]([CH3:21])[N:16]=3)[CH:7]=[CH:6][C:5]=12.[ClH:32].CCOCC. The catalyst is C(Cl)(Cl)Cl. The product is [ClH:32].[N:1]1[CH:2]=[N:3][N:4]2[CH:9]=[C:8]([C:10]3[N:11]=[C:12]([CH2:22][NH:23][C:24]4[CH:29]=[CH:28][CH:27]=[C:26]([CH:30]=[CH2:31])[CH:25]=4)[NH:13][C:14]=3[C:15]3[CH:20]=[CH:19][CH:18]=[C:17]([CH3:21])[N:16]=3)[CH:7]=[CH:6][C:5]=12. The yield is 0.980.